This data is from Full USPTO retrosynthesis dataset with 1.9M reactions from patents (1976-2016). The task is: Predict the reactants needed to synthesize the given product. Given the product [F:17][C:18]1[C:26]([O:16][CH2:15][CH2:14][CH2:13][C:3]2[N:4]=[C:5]([C:7]3[CH:12]=[CH:11][CH:10]=[CH:9][CH:8]=3)[S:6][C:2]=2[CH3:1])=[CH:25][CH:24]=[C:23]([F:28])[C:19]=1[C:20]([NH2:22])=[O:21], predict the reactants needed to synthesize it. The reactants are: [CH3:1][C:2]1[S:6][C:5]([C:7]2[CH:12]=[CH:11][CH:10]=[CH:9][CH:8]=2)=[N:4][C:3]=1[CH2:13][CH2:14][CH2:15][OH:16].[F:17][C:18]1[C:26](O)=[CH:25][CH:24]=[C:23]([F:28])[C:19]=1[C:20]([NH2:22])=[O:21].C1C=CC(P(C2C=CC=CC=2)C2C=CC=CC=2)=CC=1.N(C(OC(C)C)=O)=NC(OC(C)C)=O.